From a dataset of Full USPTO retrosynthesis dataset with 1.9M reactions from patents (1976-2016). Predict the reactants needed to synthesize the given product. (1) Given the product [CH3:1][C:2]1[CH:11]=[CH:10][C:5]2[N:6]([CH2:2][CH2:3][CH:4]=[O:8])[C:7](=[O:9])[O:8][C:4]=2[CH:3]=1, predict the reactants needed to synthesize it. The reactants are: [CH3:1][C:2]1[CH:11]=[CH:10][C:5]2[NH:6][C:7](=[O:9])[O:8][C:4]=2[CH:3]=1. (2) Given the product [NH:1]1[CH:5]=[CH:4][N:3]=[C:2]1[C:6]1[CH:11]=[CH:10][C:9]([N:12]2[C:16]([C:17]3[CH:22]=[CH:21][C:20]([O:23][CH3:24])=[CH:19][CH:18]=3)=[CH:15][CH:14]=[C:13]2[CH2:25][CH2:26][C:27]([OH:29])=[O:28])=[C:8]([CH3:32])[CH:7]=1, predict the reactants needed to synthesize it. The reactants are: [NH:1]1[CH:5]=[CH:4][N:3]=[C:2]1[C:6]1[CH:11]=[CH:10][C:9]([N:12]2[C:16]([C:17]3[CH:22]=[CH:21][C:20]([O:23][CH3:24])=[CH:19][CH:18]=3)=[CH:15][CH:14]=[C:13]2[CH2:25][CH2:26][C:27]([O:29]CC)=[O:28])=[C:8]([CH3:32])[CH:7]=1.O.[OH-].[Li+]. (3) The reactants are: C(N(CC)CC)C.FC(F)(F)C(O)=O.CO[C:17](=[O:27])[CH2:18][NH:19][C:20]([C@@H:22]1[CH2:26][CH2:25][CH2:24][NH:23]1)=[O:21]. Given the product [C:20]1(=[O:21])[NH:19][CH2:18][C:17](=[O:27])[N:23]2[CH2:24][CH2:25][CH2:26][C@@H:22]12, predict the reactants needed to synthesize it. (4) Given the product [NH:22]1[C:26]2[CH:27]=[CH:28][C:29]([C:31]3[NH:1][C:2]4[N:6]([N:5]=[C:4]([C:7]([NH:9][CH3:10])=[O:8])[N:3]=4)[C:33](=[O:34])[CH:32]=3)=[CH:30][C:25]=2[N:24]=[N:23]1, predict the reactants needed to synthesize it. The reactants are: [NH2:1][C:2]1[NH:6][N:5]=[C:4]([C:7]([NH:9][CH3:10])=[O:8])[N:3]=1.CC1C=CC(S(O)(=O)=O)=CC=1.[NH:22]1[C:26]2[CH:27]=[CH:28][C:29]([C:31](=O)[CH2:32][C:33](OCC)=[O:34])=[CH:30][C:25]=2[N:24]=[N:23]1.